This data is from Reaction yield outcomes from USPTO patents with 853,638 reactions. The task is: Predict the reaction yield, written as a fraction of the theoretical maximum amount of product (1.0 means a 100% yield; for example, 0.34 means a 34% yield). The reactants are [C:1]([C:5]1[N:10]=[C:9]2[NH:11][N:12]=[CH:13][C:8]2=[C:7]([N:14]2[CH2:18][CH2:17][C:16]([F:20])([F:19])[CH2:15]2)[N:6]=1)([CH3:4])([CH3:3])[CH3:2].[Cl:21][C:22]1[CH:27]=[C:26]([F:28])[CH:25]=[CH:24][C:23]=1[CH2:29]Cl.C(=O)([O-])[O-].[K+].[K+]. The catalyst is CC(C)=O.CN(C=O)C. The product is [C:1]([C:5]1[N:10]=[C:9]2[N:11]([CH2:29][C:23]3[CH:24]=[CH:25][C:26]([F:28])=[CH:27][C:22]=3[Cl:21])[N:12]=[CH:13][C:8]2=[C:7]([N:14]2[CH2:18][CH2:17][C:16]([F:19])([F:20])[CH2:15]2)[N:6]=1)([CH3:4])([CH3:2])[CH3:3]. The yield is 0.290.